This data is from Forward reaction prediction with 1.9M reactions from USPTO patents (1976-2016). The task is: Predict the product of the given reaction. (1) Given the reactants [CH3:1][O:2][C:3]1[CH:8]=[CH:7][C:6]([CH:9]([CH:11]2[C:15]3=[N:16][C:17]4[CH:22]=[CH:21][CH:20]=[CH:19][C:18]=4[N:14]3[C:13](=[O:23])[NH:12]2)[CH3:10])=[CH:5][CH:4]=1.[NH2:24][C@H:25]1[CH2:30][CH2:29][C@H:28]([OH:31])[CH2:27][CH2:26]1.C(O)(C(F)(F)F)=O, predict the reaction product. The product is: [NH:16]1[C:17]2[CH:22]=[CH:21][CH:20]=[CH:19][C:18]=2[N:14]=[C:15]1[CH:11]([NH:12][C:13]([NH:24][C@H:25]1[CH2:30][CH2:29][C@H:28]([OH:31])[CH2:27][CH2:26]1)=[O:23])[CH:9]([C:6]1[CH:5]=[CH:4][C:3]([O:2][CH3:1])=[CH:8][CH:7]=1)[CH3:10]. (2) Given the reactants [C:1]([C:4]([NH:7][C:8](=[O:11])[O:9][CH3:10])([CH3:6])[CH3:5])([OH:3])=O.CC[N:14]([CH:18]([CH3:20])[CH3:19])[CH:15]([CH3:17])[CH3:16].[CH2:21]([NH2:26])[CH2:22][CH:23]([CH3:25])[CH3:24].[CH3:27]N(C(ON1N=NC2C=CC=CC1=2)=[N+](C)C)C.[B-](F)(F)(F)F.[ClH:49].CCOCC, predict the reaction product. The product is: [ClH:49].[CH3:20][C:18]1[CH:19]=[C:10]([O:9][C:8](=[O:11])[N:7]([CH3:27])[C:4]([CH3:6])([CH3:5])[C:1]([NH:26][CH2:21][CH2:22][CH:23]([CH3:25])[CH3:24])=[O:3])[CH:17]=[C:15]([CH3:16])[N:14]=1. (3) Given the reactants Br[C:2]1[CH:3]=[C:4]2[CH2:10][CH2:9][N:8]([C:11]([O:13][C:14]([CH3:17])([CH3:16])[CH3:15])=[O:12])[C:5]2=[N:6][CH:7]=1.[B:18]1(B2OC(C)(C)C(C)(C)O2)[O:22]C(C)(C)C(C)(C)[O:19]1.C([O-])(=O)C.[K+], predict the reaction product. The product is: [C:14]([O:13][C:11]([N:8]1[C:5]2=[N:6][CH:7]=[C:2]([B:18]([OH:22])[OH:19])[CH:3]=[C:4]2[CH2:10][CH2:9]1)=[O:12])([CH3:17])([CH3:16])[CH3:15]. (4) The product is: [Cl:22][C:5]1[C:6]([NH:8][C:9]2[CH:14]=[CH:13][C:12]([O:15][CH3:16])=[CH:11][C:10]=2[NH:17][S:18]([CH3:21])(=[O:20])=[O:19])=[N:7][C:2]([NH:26][C:25]2[CH:27]=[CH:28][CH:29]=[C:30]([O:31][CH3:32])[C:24]=2[CH3:23])=[N:3][CH:4]=1. Given the reactants Cl[C:2]1[N:7]=[C:6]([NH:8][C:9]2[CH:14]=[CH:13][C:12]([O:15][CH3:16])=[CH:11][C:10]=2[NH:17][S:18]([CH3:21])(=[O:20])=[O:19])[C:5]([Cl:22])=[CH:4][N:3]=1.[CH3:23][C:24]1[C:30]([O:31][CH3:32])=[CH:29][CH:28]=[CH:27][C:25]=1[NH2:26], predict the reaction product. (5) Given the reactants [Cl:1][C:2]1[CH:7]=[C:6](I)[CH:5]=[C:4]([Cl:9])[C:3]=1[NH:10][C:11]1[C:20]2[CH:21]=[CH:22][N:23]=[C:24]([O:25]CC)[C:19]=2[C:18]2[C:13](=[CH:14][CH:15]=[N:16][CH:17]=2)[N:12]=1.[NH:28]1[C:32](B(O)O)=[CH:31][CH:30]=[N:29]1.C([O-])(O)=O.[Na+].B(Br)(Br)Br, predict the reaction product. The product is: [Cl:9][C:4]1[CH:5]=[C:6]([C:30]2[NH:29][N:28]=[CH:32][CH:31]=2)[CH:7]=[C:2]([Cl:1])[C:3]=1[NH:10][C:11]1[C:20]2[CH:21]=[CH:22][NH:23][C:24](=[O:25])[C:19]=2[C:18]2[C:13](=[CH:14][CH:15]=[N:16][CH:17]=2)[N:12]=1. (6) Given the reactants C(=O)(O)O.[NH2:5][NH:6][C:7]([NH2:9])=[NH:8].O=[C:11]1[C:19]2[C:14](=[CH:15][CH:16]=[C:17]([NH:20][S:21]([C:24]3[CH:33]=[CH:32][C:31]4[C:26](=[CH:27][CH:28]=[CH:29][CH:30]=4)[CH:25]=3)(=[O:23])=[O:22])[CH:18]=2)[CH2:13][CH2:12]1.[ClH:34], predict the reaction product. The product is: [ClH:34].[CH:25]1[C:26]2[C:31](=[CH:30][CH:29]=[CH:28][CH:27]=2)[CH:32]=[CH:33][C:24]=1[S:21]([NH:20][C:17]1[CH:18]=[C:19]2[C:14]([CH2:13][CH2:12][C:11]2=[N:5][NH:6][C:7](=[NH:9])[NH2:8])=[CH:15][CH:16]=1)(=[O:23])=[O:22]. (7) Given the reactants [CH2:1]1[C:9]2[C:4](=[CH:5][CH:6]=[CH:7][CH:8]=2)[CH:3]=[CH:2]1.[CH2:10]1[C:22]2[CH2:21][C:20]3[C:15](=[CH:16][CH:17]=[CH:18][CH:19]=3)[C:14]=2[CH2:13][CH2:12][CH2:11]1.[H][H], predict the reaction product. The product is: [CH:10]1[C:22]2[CH2:21][C:20]3[C:15](=[CH:16][CH:17]=[CH:18][CH:19]=3)[C:14]=2[CH:13]=[CH:12][CH:11]=1.[CH2:1]1[C:9]2[C:4](=[CH:5][CH:6]=[CH:7][CH:8]=2)[CH2:3][CH2:2]1.